Task: Predict which catalyst facilitates the given reaction.. Dataset: Catalyst prediction with 721,799 reactions and 888 catalyst types from USPTO (1) Reactant: [Cl:1][C:2]1[CH:11]=[C:10]([C:12]#[N:13])[CH:9]=[C:8]([F:14])[C:3]=1[C:4]([O:6]C)=[O:5].[I-].[Li+]. Product: [Cl:1][C:2]1[CH:11]=[C:10]([C:12]#[N:13])[CH:9]=[C:8]([F:14])[C:3]=1[C:4]([OH:6])=[O:5]. The catalyst class is: 17. (2) Reactant: [NH:1]1[CH:5]2[CH2:6][CH2:7][CH2:8][CH2:9][CH:4]2[N:3]=[C:2]1[C:10]1[C:22]2[C:21]3[C:16](=[CH:17][CH:18]=[CH:19][CH:20]=3)[C:15](=[O:23])[C:14]=2[CH:13]=[CH:12][CH:11]=1.O. Product: [NH:1]1[C:5]2[CH2:6][CH2:7][CH2:8][CH2:9][C:4]=2[N:3]=[C:2]1[C:10]1[C:22]2[C:21]3[C:16](=[CH:17][CH:18]=[CH:19][CH:20]=3)[C:15](=[O:23])[C:14]=2[CH:13]=[CH:12][CH:11]=1. The catalyst class is: 16. (3) Product: [CH2:1]([O:8][C:9]1[CH:14]=[CH:13][C:12]([CH:35]([C:34]2[CH:37]=[CH:38][C:31]([O:30][CH2:23][C:24]3[CH:25]=[CH:26][CH:27]=[CH:28][CH:29]=3)=[C:32]([O:39][CH3:40])[CH:33]=2)[OH:36])=[CH:11][C:10]=1[O:16][CH3:17])[C:2]1[CH:7]=[CH:6][CH:5]=[CH:4][CH:3]=1. The catalyst class is: 1. Reactant: [CH2:1]([O:8][C:9]1[CH:14]=[CH:13][C:12](Br)=[CH:11][C:10]=1[O:16][CH3:17])[C:2]1[CH:7]=[CH:6][CH:5]=[CH:4][CH:3]=1.C([Li])CCC.[CH2:23]([O:30][C:31]1[CH:38]=[CH:37][C:34]([CH:35]=[O:36])=[CH:33][C:32]=1[O:39][CH3:40])[C:24]1[CH:29]=[CH:28][CH:27]=[CH:26][CH:25]=1.